The task is: Binary Classification. Given a drug SMILES string, predict its activity (active/inactive) in a high-throughput screening assay against a specified biological target.. This data is from Serine/threonine kinase 33 screen with 319,792 compounds. (1) The molecule is O=C(NC1CCCCC1)C(N(c1cccnc1)C(=O)CNC(=O)c1occc1)c1ccccc1. The result is 0 (inactive). (2) The compound is S(C(C(=O)Nc1c(F)cccc1)C)c1[nH]c2c(n1)cccc2. The result is 0 (inactive). (3) The compound is O(C(=O)c1c2c([nH]c(=O)c1)cccc2)CC(=O)c1c(OC)cc(OC)cc1. The result is 0 (inactive). (4) The drug is S=C(NC(=O)/C=C\c1ccccc1)NNC(=O)c1nccnc1. The result is 0 (inactive). (5) The drug is S(CC(=O)N1CCN(CC1)c1ccc(OC)cc1)c1n(nnn1)c1cc2OCCOc2cc1. The result is 0 (inactive). (6) The molecule is s1c(C(=O)N2CCOCC2)cc2c1cccc2. The result is 0 (inactive). (7) The drug is s1c(c(nc1N(C(=O)Cc1ccccc1)c1cc(F)ccc1)c1ccc(cc1)C)CC. The result is 0 (inactive). (8) The drug is Fc1ccc(C(c2c(n(n(c2=O)c2ccccc2)C)C)c2c(n(n(c2=O)c2ccccc2)C)C)cc1. The result is 0 (inactive).